This data is from Reaction yield outcomes from USPTO patents with 853,638 reactions. The task is: Predict the reaction yield, written as a fraction of the theoretical maximum amount of product (1.0 means a 100% yield; for example, 0.34 means a 34% yield). (1) The catalyst is CN(C=O)C.[OH-].[OH-].[Pd+2].CCOC(C)=O. The product is [NH2:1][C:2](=[O:42])[CH2:3][C:4]1[CH:9]=[CH:8][CH:7]=[CH:6][C:5]=1[CH2:10][CH2:11][C:12]1[C:17]([C:18]([F:21])([F:20])[F:19])=[CH:16][N:15]=[C:14]([NH:22][C:23]2[CH:24]=[CH:25][C:26]([CH:29]3[CH2:34][CH2:33][CH2:32][CH2:31][N:30]3[C:35]([O:37][C:38]([CH3:39])([CH3:40])[CH3:41])=[O:36])=[CH:27][CH:28]=2)[N:13]=1. The reactants are [NH2:1][C:2](=[O:42])[CH2:3][C:4]1[CH:9]=[CH:8][CH:7]=[CH:6][C:5]=1[C:10]#[C:11][C:12]1[C:17]([C:18]([F:21])([F:20])[F:19])=[CH:16][N:15]=[C:14]([NH:22][C:23]2[CH:28]=[CH:27][C:26]([CH:29]3[CH2:34][CH2:33][CH2:32][CH2:31][N:30]3[C:35]([O:37][C:38]([CH3:41])([CH3:40])[CH3:39])=[O:36])=[CH:25][CH:24]=2)[N:13]=1.[H][H]. The yield is 0.740. (2) The reactants are [C:1]([O:4][C@@H:5]([C:35]1[CH:40]=[CH:39][CH:38]=[CH:37][CH:36]=1)[C:6]([O:8][C@H:9]([C:20]1[CH:25]=[CH:24][C:23]([O:26][CH:27]([F:29])[F:28])=[C:22]([O:30]CC2CC2)[CH:21]=1)[CH2:10][C:11]1[C:16]([Cl:17])=[CH:15][N+:14]([O-:18])=[CH:13][C:12]=1[Cl:19])=[O:7])(=[O:3])[CH3:2].FC(F)(F)C(O)=O. The catalyst is C(Cl)Cl. The product is [C:1]([O:4][C@@H:5]([C:35]1[CH:40]=[CH:39][CH:38]=[CH:37][CH:36]=1)[C:6]([O:8][C@H:9]([C:20]1[CH:25]=[CH:24][C:23]([O:26][CH:27]([F:29])[F:28])=[C:22]([OH:30])[CH:21]=1)[CH2:10][C:11]1[C:12]([Cl:19])=[CH:13][N+:14]([O-:18])=[CH:15][C:16]=1[Cl:17])=[O:7])(=[O:3])[CH3:2]. The yield is 0.940. (3) The reactants are [Cl:1][C:2]1[CH:3]=[N:4][N:5]([CH:18]([CH3:20])[CH3:19])[C:6]=1[C:7]1[CH:12]=[C:11]([N+:13]([O-])=O)[CH:10]=[CH:9][C:8]=1[O:16][CH3:17].O.O.Cl[Sn]Cl. The catalyst is C(O)C. The product is [Cl:1][C:2]1[CH:3]=[N:4][N:5]([CH:18]([CH3:20])[CH3:19])[C:6]=1[C:7]1[CH:12]=[C:11]([NH2:13])[CH:10]=[CH:9][C:8]=1[O:16][CH3:17]. The yield is 0.750. (4) The reactants are Br[C:2]1[S:3][CH:4]=[CH:5][C:6]=1[CH3:7].CC(C[CH:12](O)[CH2:13][OH:14])C.C[O-].[Na+].O. The catalyst is C(O)C.[Cu]Br. The product is [CH2:13]([O:14][C:2]1[S:3][CH:4]=[CH:5][C:6]=1[CH3:7])[CH3:12]. The yield is 0.870. (5) The reactants are C1C=C[NH+]=CC=1.[Br:7][Br-]Br.[CH3:10][O:11][C:12]1[CH:13]=[C:14]2[C:19](=[CH:20][CH:21]=1)[C:18]([C:22]1[CH:35]=[CH:34][C:25]([O:26][CH2:27][CH2:28][N:29]3[CH2:33][CH2:32][CH2:31][CH2:30]3)=[CH:24][CH:23]=1)=[CH:17][CH2:16][CH2:15]2. The product is [Br:7][C:17]1[CH2:16][CH2:15][C:14]2[C:19](=[CH:20][CH:21]=[C:12]([O:11][CH3:10])[CH:13]=2)[C:18]=1[C:22]1[CH:35]=[CH:34][C:25]([O:26][CH2:27][CH2:28][N:29]2[CH2:33][CH2:32][CH2:31][CH2:30]2)=[CH:24][CH:23]=1. The catalyst is C1COCC1. The yield is 0.830. (6) The reactants are [CH3:1][O:2][C:3](=[O:33])[C:4]1[CH:9]=[CH:8][C:7]([C:10]2[C:18]3[C:13](=[CH:14][C:15](Br)=[CH:16][CH:17]=3)[N:12]([C:20](=[O:32])[C:21]3[C:26]([C:27]([F:30])([F:29])[F:28])=[CH:25][CH:24]=[CH:23][C:22]=3[Cl:31])[N:11]=2)=[CH:6][CH:5]=1.[NH:34]1[CH2:37][CH:36]([OH:38])[CH2:35]1.CC(C1C=C(C(C)C)C(C2C=CC=CC=2P(C2CCCCC2)C2CCCCC2)=C(C(C)C)C=1)C.C([O-])([O-])=O.[Cs+].[Cs+]. The yield is 0.980. The catalyst is C(Cl)Cl.C1C=CC(/C=C/C(/C=C/C2C=CC=CC=2)=O)=CC=1.C1C=CC(/C=C/C(/C=C/C2C=CC=CC=2)=O)=CC=1.C1C=CC(/C=C/C(/C=C/C2C=CC=CC=2)=O)=CC=1.[Pd].[Pd].O1CCOCC1. The product is [CH3:1][O:2][C:3](=[O:33])[C:4]1[CH:9]=[CH:8][C:7]([C:10]2[C:18]3[C:13](=[CH:14][C:15]([N:34]4[CH2:37][CH:36]([OH:38])[CH2:35]4)=[CH:16][CH:17]=3)[N:12]([C:20](=[O:32])[C:21]3[C:26]([C:27]([F:30])([F:29])[F:28])=[CH:25][CH:24]=[CH:23][C:22]=3[Cl:31])[N:11]=2)=[CH:6][CH:5]=1. (7) The reactants are [NH2:1][C:2]1[CH:3]=[C:4]([CH2:12][OH:13])[CH:5]=[C:6]([C:8]([F:11])([F:10])[F:9])[CH:7]=1.C(C([CH2:23][CH3:24])(CC)C([O-])([O-])[O-])C.[N-:25]=[N+:26]=[N-:27].[Na+].[OH-].[Na+]. The catalyst is C(O)(=O)C.O. The product is [CH3:24][C:23]1[N:1]([C:2]2[CH:3]=[C:4]([CH2:12][OH:13])[CH:5]=[C:6]([C:8]([F:9])([F:10])[F:11])[CH:7]=2)[N:27]=[N:26][N:25]=1. The yield is 0.330.